From a dataset of Reaction yield outcomes from USPTO patents with 853,638 reactions. Predict the reaction yield, written as a fraction of the theoretical maximum amount of product (1.0 means a 100% yield; for example, 0.34 means a 34% yield). (1) The reactants are [F:1][C:2]([F:12])([F:11])[C:3]1[CH:4]=[C:5]([CH:8]=[CH:9][CH:10]=1)[CH:6]=O.[CH3:13][C:14]([S@@:17]([NH2:19])=[O:18])([CH3:16])[CH3:15].O. The catalyst is C(Cl)Cl. The product is [CH3:13][C:14]([S@@:17]([N:19]=[CH:6][C:5]1[CH:8]=[CH:9][CH:10]=[C:3]([C:2]([F:12])([F:11])[F:1])[CH:4]=1)=[O:18])([CH3:16])[CH3:15]. The yield is 0.880. (2) The reactants are [CH3:1][O:2][C:3]1[N:4]=[C:5]2[C:10](=[CH:11][CH:12]=1)[N:9]=[CH:8][CH:7]=[C:6]2OS(C(F)(F)F)(=O)=O.Cl.C([NH2:25])CC. The catalyst is N1C=CC=CC=1. The product is [CH3:1][O:2][C:3]1[N:4]=[C:5]2[C:10](=[CH:11][CH:12]=1)[N:9]=[CH:8][CH:7]=[C:6]2[NH2:25]. The yield is 0.900.